Dataset: Forward reaction prediction with 1.9M reactions from USPTO patents (1976-2016). Task: Predict the product of the given reaction. (1) Given the reactants [CH2:1]([C@H:3]1[CH2:8][O:7][CH2:6][CH2:5][N:4]1S(C1C=CC(C)=CC=1)(=O)=O)[CH3:2].C1(O)C=CC=CC=1.[BrH:26], predict the reaction product. The product is: [BrH:26].[CH2:1]([C@H:3]1[CH2:8][O:7][CH2:6][CH2:5][NH:4]1)[CH3:2]. (2) Given the reactants Cl[C:2]1[C:3]2[C:4](=[CH:16][N:17](CC3C=CC(OC)=CC=3)[N:18]=2)[N:5]=[C:6]([C:8]2[CH:13]=[CH:12][C:11]([O:14][CH3:15])=[CH:10][CH:9]=2)[N:7]=1.[O:28]1[CH2:33][CH2:32][NH:31][C:30]2[CH:34]=[C:35]([NH2:38])[CH:36]=[CH:37][C:29]1=2.Cl, predict the reaction product. The product is: [CH3:15][O:14][C:11]1[CH:10]=[CH:9][C:8]([C:6]2[N:7]=[C:2]([NH:38][C:35]3[CH:36]=[CH:37][C:29]4[O:28][CH2:33][CH2:32][NH:31][C:30]=4[CH:34]=3)[C:3]3[NH:18][N:17]=[CH:16][C:4]=3[N:5]=2)=[CH:13][CH:12]=1.